Task: Predict the reactants needed to synthesize the given product.. Dataset: Full USPTO retrosynthesis dataset with 1.9M reactions from patents (1976-2016) (1) Given the product [F:6][C:7]1[C:12]([F:13])=[C:11]([O:14][CH2:15][CH2:16][CH3:17])[CH:10]=[CH:9][C:8]=1[C:18]1[CH:23]=[CH:22][C:21]([C:24]2[Se:25][C:26]([CH:29]=[O:30])=[CH:27][CH:28]=2)=[CH:20][CH:19]=1, predict the reactants needed to synthesize it. The reactants are: [Li]CCCC.[F:6][C:7]1[C:12]([F:13])=[C:11]([O:14][CH2:15][CH2:16][CH3:17])[CH:10]=[CH:9][C:8]=1[C:18]1[CH:23]=[CH:22][C:21]([C:24]2[Se:25][CH:26]=[CH:27][CH:28]=2)=[CH:20][CH:19]=1.[CH:29](N1CCOCC1)=[O:30].Cl. (2) Given the product [CH:1]1([C:4]2[C:5]3[N:6]([C:20]([I:23])=[CH:21][N:22]=3)[CH:7]=[C:8]([C:10]3[CH:11]=[CH:12][C:13]([C:16]([F:18])([F:17])[F:19])=[CH:14][CH:15]=3)[CH:9]=2)[CH2:2][CH2:3]1, predict the reactants needed to synthesize it. The reactants are: [CH:1]1([C:4]2[C:5]3[N:6]([CH:20]=[CH:21][N:22]=3)[CH:7]=[C:8]([C:10]3[CH:15]=[CH:14][C:13]([C:16]([F:19])([F:18])[F:17])=[CH:12][CH:11]=3)[CH:9]=2)[CH2:3][CH2:2]1.[I:23]Cl.